From a dataset of Catalyst prediction with 721,799 reactions and 888 catalyst types from USPTO. Predict which catalyst facilitates the given reaction. (1) Reactant: O[C:2]([C@@H:4]([C:6]1[CH:15]=[CH:14][C:9]([CH2:10][CH:11]([CH3:13])[CH3:12])=[CH:8][CH:7]=1)[CH3:5])=[O:3].S(Cl)(Cl)=[O:17].N1C=CC=CC=1.Cl.[O:27]1[CH2:32][CH2:31]OCC1. Product: [CH2:10]([C:9]1[CH:14]=[CH:15][C:6]([C@@H:4]([CH3:5])[C:2](=[O:3])[CH2:31][C:32]([OH:27])=[O:17])=[CH:7][CH:8]=1)[CH:11]([CH3:13])[CH3:12]. The catalyst class is: 4. (2) Reactant: [CH3:1][N:2]([CH2:28][CH:29]1[CH2:33][CH2:32][NH:31][CH2:30]1)[C:3]1[S:4][C:5]2[CH:11]=[C:10]([NH:12][C:13]([C:15]3[CH:20]=[CH:19][C:18]([C:21]4[CH:26]=[CH:25][C:24]([F:27])=[CH:23][CH:22]=4)=[CH:17][CH:16]=3)=[O:14])[CH:9]=[CH:8][C:6]=2[N:7]=1.I[CH:35]([CH3:37])[CH3:36].C(=O)([O-])[O-].[K+].[K+].C(OCC)(=O)C. Product: [CH:35]([N:31]1[CH2:32][CH2:33][CH:29]([CH2:28][N:2]([CH3:1])[C:3]2[S:4][C:5]3[CH:11]=[C:10]([NH:12][C:13]([C:15]4[CH:16]=[CH:17][C:18]([C:21]5[CH:26]=[CH:25][C:24]([F:27])=[CH:23][CH:22]=5)=[CH:19][CH:20]=4)=[O:14])[CH:9]=[CH:8][C:6]=3[N:7]=2)[CH2:30]1)([CH3:37])[CH3:36]. The catalyst class is: 3. (3) Reactant: [CH3:1][O:2][C:3]1[CH:8]=[C:7]([C:9]2[CH:14]=[N:13][CH:12]=[C:11]3[N:15]([CH3:18])[N:16]=[CH:17][C:10]=23)[CH:6]=[CH:5][C:4]=1[NH2:19].[F:20][C:21]1[CH:26]=[CH:25][C:24]([C:27]([F:30])([F:29])[F:28])=[CH:23][C:22]=1[N:31]=[C:32]=[O:33]. Product: [F:20][C:21]1[CH:26]=[CH:25][C:24]([C:27]([F:30])([F:29])[F:28])=[CH:23][C:22]=1[NH:31][C:32]([NH:19][C:4]1[CH:5]=[CH:6][C:7]([C:9]2[CH:14]=[N:13][CH:12]=[C:11]3[N:15]([CH3:18])[N:16]=[CH:17][C:10]=23)=[CH:8][C:3]=1[O:2][CH3:1])=[O:33]. The catalyst class is: 2. (4) Reactant: [Cl:1][C:2]1[CH:3]=[C:4]([C:9]2(O)[CH2:15][CH:14]3[N:16]([CH3:17])[CH:11]([CH2:12][CH2:13]3)[CH2:10]2)[CH:5]=[CH:6][C:7]=1[Cl:8].O=S(Cl)Cl.[OH-].[Na+]. Product: [Cl:1][C:2]1[CH:3]=[C:4]([C:9]2[CH2:10][CH:11]3[N:16]([CH3:17])[CH:14]([CH2:13][CH2:12]3)[CH:15]=2)[CH:5]=[CH:6][C:7]=1[Cl:8]. The catalyst class is: 26. (5) Reactant: [Br:1][C:2]1[O:6][C:5]([CH2:7][OH:8])=[N:4][C:3]=1[C:9]1[CH:14]=[CH:13][C:12]([C:15]([F:18])([F:17])[F:16])=[CH:11][CH:10]=1.[Cr](Cl)([O-])(=O)=O.[NH+]1C=CC=CC=1. Product: [Br:1][C:2]1[O:6][C:5]([CH:7]=[O:8])=[N:4][C:3]=1[C:9]1[CH:10]=[CH:11][C:12]([C:15]([F:18])([F:17])[F:16])=[CH:13][CH:14]=1. The catalyst class is: 2.